Dataset: Catalyst prediction with 721,799 reactions and 888 catalyst types from USPTO. Task: Predict which catalyst facilitates the given reaction. (1) Product: [Cl:1][C:2]1[CH:7]=[CH:6][CH:5]=[CH:4][C:3]=1[C:8]1[S:9][CH:10]=[C:11]([CH2:13][OH:14])[N:12]=1. Reactant: [Cl:1][C:2]1[CH:7]=[CH:6][CH:5]=[CH:4][C:3]=1[C:8]1[S:9][CH:10]=[C:11]([C:13](OCC)=[O:14])[N:12]=1.[H-].C([Al+]CC(C)C)C(C)C.[F-].[Na+].O. The catalyst class is: 2. (2) Reactant: [Cl:1][C:2]1[C:11]2[C:6](=[CH:7][CH:8]=[C:9](C(C3N(C)C(C)=NC=3)=O)[CH:10]=2)[N:5]=[C:4]([O:21][CH3:22])[C:3]=1[CH:23]1[CH2:27][CH2:26][CH2:25][CH2:24]1.[Li]CCCC.[CH3:33][C:34]1[C:39]([C:40]([C:42]2[N:46]([CH3:47])[N:45]=[N:44][CH:43]=2)=[O:41])=[CH:38][CH:37]=[C:36]([CH3:48])[N:35]=1. Product: [Cl:1][C:2]1[C:11]2[C:6](=[CH:7][CH:8]=[C:9]([C:40]([C:39]3[C:34]([CH3:33])=[N:35][C:36]([CH3:48])=[CH:37][CH:38]=3)([C:42]3[N:46]([CH3:47])[N:45]=[N:44][CH:43]=3)[OH:41])[CH:10]=2)[N:5]=[C:4]([O:21][CH3:22])[C:3]=1[CH:23]1[CH2:24][CH2:25][CH2:26][CH2:27]1. The catalyst class is: 1.